Dataset: NCI-60 drug combinations with 297,098 pairs across 59 cell lines. Task: Regression. Given two drug SMILES strings and cell line genomic features, predict the synergy score measuring deviation from expected non-interaction effect. Drug 1: CC1=C(C=C(C=C1)C(=O)NC2=CC(=CC(=C2)C(F)(F)F)N3C=C(N=C3)C)NC4=NC=CC(=N4)C5=CN=CC=C5. Drug 2: C1C(C(OC1N2C=NC(=NC2=O)N)CO)O. Cell line: U251. Synergy scores: CSS=-2.56, Synergy_ZIP=3.15, Synergy_Bliss=-6.34, Synergy_Loewe=-51.2, Synergy_HSA=-18.5.